This data is from NCI-60 drug combinations with 297,098 pairs across 59 cell lines. The task is: Regression. Given two drug SMILES strings and cell line genomic features, predict the synergy score measuring deviation from expected non-interaction effect. (1) Drug 1: C(CC(=O)O)C(=O)CN.Cl. Drug 2: CC(C)CN1C=NC2=C1C3=CC=CC=C3N=C2N. Cell line: OVCAR3. Synergy scores: CSS=1.47, Synergy_ZIP=-3.55, Synergy_Bliss=-0.0749, Synergy_Loewe=-4.33, Synergy_HSA=-3.31. (2) Cell line: NCI-H522. Drug 1: CC1=C(C=C(C=C1)NC2=NC=CC(=N2)N(C)C3=CC4=NN(C(=C4C=C3)C)C)S(=O)(=O)N.Cl. Drug 2: CCC1(CC2CC(C3=C(CCN(C2)C1)C4=CC=CC=C4N3)(C5=C(C=C6C(=C5)C78CCN9C7C(C=CC9)(C(C(C8N6C)(C(=O)OC)O)OC(=O)C)CC)OC)C(=O)OC)O.OS(=O)(=O)O. Synergy scores: CSS=35.8, Synergy_ZIP=7.04, Synergy_Bliss=8.19, Synergy_Loewe=-38.1, Synergy_HSA=8.43. (3) Drug 1: C1CCN(CC1)CCOC2=CC=C(C=C2)C(=O)C3=C(SC4=C3C=CC(=C4)O)C5=CC=C(C=C5)O. Drug 2: COC1=C2C(=CC3=C1OC=C3)C=CC(=O)O2. Cell line: U251. Synergy scores: CSS=1.29, Synergy_ZIP=-0.803, Synergy_Bliss=-0.932, Synergy_Loewe=-1.73, Synergy_HSA=-1.45. (4) Drug 1: CNC(=O)C1=CC=CC=C1SC2=CC3=C(C=C2)C(=NN3)C=CC4=CC=CC=N4. Drug 2: C1=CN(C(=O)N=C1N)C2C(C(C(O2)CO)O)O.Cl. Cell line: 786-0. Synergy scores: CSS=34.0, Synergy_ZIP=-0.00769, Synergy_Bliss=3.37, Synergy_Loewe=-23.6, Synergy_HSA=3.11.